Dataset: Forward reaction prediction with 1.9M reactions from USPTO patents (1976-2016). Task: Predict the product of the given reaction. (1) The product is: [Cl:14][C:7]1[NH:8][C:4]2[CH:3]=[C:2]([I:1])[CH:11]=[CH:10][C:5]=2[N:6]=1. Given the reactants [I:1][C:2]1[CH:11]=[CH:10][C:5]2[NH:6][C:7](=O)[NH:8][C:4]=2[CH:3]=1.P(Cl)(Cl)([Cl:14])=O, predict the reaction product. (2) Given the reactants [NH2:1][C:2]1[CH:7]=[C:6]([N+:8]([O-:10])=[O:9])[CH:5]=[CH:4][C:3]=1[CH3:11].[N+:12]([O-:15])([OH:14])=[O:13].[N:16]#[C:17][NH2:18], predict the reaction product. The product is: [N+:12]([O-:15])([OH:14])=[O:13].[CH3:11][C:3]1[CH:4]=[CH:5][C:6]([N+:8]([O-:10])=[O:9])=[CH:7][C:2]=1[NH:1][C:17]([NH2:18])=[NH:16]. (3) Given the reactants [C:1]([O:5][C:6]([NH:8][CH:9]([CH:13]([CH3:15])[CH3:14])[C:10]([OH:12])=[O:11])=[O:7])([CH3:4])([CH3:3])[CH3:2].C([O-])(O)=O.[Na+].[CH2:21](Cl)[Cl:22], predict the reaction product. The product is: [C:1]([O:5][C:6]([NH:8][CH:9]([CH:13]([CH3:15])[CH3:14])[C:10]([O:12][CH2:21][Cl:22])=[O:11])=[O:7])([CH3:4])([CH3:3])[CH3:2]. (4) Given the reactants [CH3:1][O:2][C:3]1[CH:42]=[CH:41][C:6]([CH2:7][N:8]2[C:12]3=[N:13][CH:14]=[CH:15][C:16]([O:17][C:18]4[CH:23]=[CH:22][C:21]([C:24]([O:26]C)=[O:25])=[CH:20][CH:19]=4)=[C:11]3[C:10]([NH:28][C@@H:29]3[CH2:33][CH2:32][N:31]([C:34]([O:36][C:37]([CH3:40])([CH3:39])[CH3:38])=[O:35])[CH2:30]3)=[N:9]2)=[CH:5][CH:4]=1.[OH-].[Na+], predict the reaction product. The product is: [C:37]([O:36][C:34]([N:31]1[CH2:32][CH2:33][C@@H:29]([NH:28][C:10]2[C:11]3[C:12](=[N:13][CH:14]=[CH:15][C:16]=3[O:17][C:18]3[CH:23]=[CH:22][C:21]([C:24]([OH:26])=[O:25])=[CH:20][CH:19]=3)[N:8]([CH2:7][C:6]3[CH:41]=[CH:42][C:3]([O:2][CH3:1])=[CH:4][CH:5]=3)[N:9]=2)[CH2:30]1)=[O:35])([CH3:40])([CH3:39])[CH3:38]. (5) Given the reactants [F:1][C:2]1[CH:3]=[C:4]([C:9]([C:11]2[C:20]([NH2:21])=[C:19]3[C:14]([CH:15]=[CH:16][CH:17]=[N:18]3)=[CH:13][CH:12]=2)=O)[CH:5]=[CH:6][C:7]=1[F:8].[CH3:22][NH:23][S:24](Cl)(=[O:26])=[O:25].[BH4-].[Na+], predict the reaction product. The product is: [F:1][C:2]1[CH:3]=[C:4]([CH:9]2[C:11]3[CH:12]=[CH:13][C:14]4[C:19](=[N:18][CH:17]=[CH:16][CH:15]=4)[C:20]=3[NH:21][S:24](=[O:26])(=[O:25])[N:23]2[CH3:22])[CH:5]=[CH:6][C:7]=1[F:8]. (6) Given the reactants CC(OC(C)=O)=O.[CH3:8][S:9][C:10]1[NH:15][C:14](=[O:16])[CH:13]=[CH:12][N:11]=1.C1C(=O)N([Cl:24])C(=O)C1, predict the reaction product. The product is: [Cl:24][C:13]1[C:14](=[O:16])[NH:15][C:10]([S:9][CH3:8])=[N:11][CH:12]=1.